From a dataset of Forward reaction prediction with 1.9M reactions from USPTO patents (1976-2016). Predict the product of the given reaction. (1) The product is: [CH3:45][C@:13]12[C@@:12]3([CH3:46])[C@@H:21]([C@:22]4([CH3:25])[C@@H:9]([CH2:10][CH2:11]3)[C:8]([CH3:48])([CH3:47])[C:7]([C:59]3[CH2:69][CH2:68][C:62]5([C:66](=[O:67])[O:65][CH2:64][CH2:63]5)[CH2:61][CH:60]=3)=[CH:24][CH2:23]4)[CH2:20][CH2:19][C@@H:18]1[C@H:17]1[C@H:26]([C:29]([CH3:31])=[CH2:30])[CH2:27][CH2:28][C@:16]1([NH:32][CH2:33][CH2:34][N:35]1[CH2:40][CH2:39][CH:38]([S:41]([CH3:44])(=[O:42])=[O:43])[CH2:37][CH2:36]1)[CH2:15][CH2:14]2. Given the reactants FC(F)(F)S(O[C:7]1[C:8]([CH3:48])([CH3:47])[C@H:9]2[C@:22]([CH3:25])([CH2:23][CH:24]=1)[C@@H:21]1[C@:12]([CH3:46])([C@@:13]3([CH3:45])[C@H:18]([CH2:19][CH2:20]1)[C@H:17]1[C@H:26]([C:29]([CH3:31])=[CH2:30])[CH2:27][CH2:28][C@:16]1([NH:32][CH2:33][CH2:34][N:35]1[CH2:40][CH2:39][CH:38]([S:41]([CH3:44])(=[O:43])=[O:42])[CH2:37][CH2:36]1)[CH2:15][CH2:14]3)[CH2:11][CH2:10]2)(=O)=O.CC1(C)C(C)(C)OB([C:59]2[CH2:69][CH2:68][C:62]3([C:66](=[O:67])[O:65][CH2:64][CH2:63]3)[CH2:61][CH:60]=2)O1, predict the reaction product. (2) Given the reactants [CH2:1]([S:3]([C:6]1[CH:11]=[CH:10][C:9]([CH:12]([CH2:17][CH:18]2[CH2:23][CH2:22][O:21][CH2:20][CH2:19]2)[C:13](=O)[CH:14]=[CH2:15])=[CH:8][CH:7]=1)(=[O:5])=[O:4])[CH3:2].[N:24]1[CH:29]=[CH:28][CH:27]=[CH:26][C:25]=1[CH:30]=O.C([O-])(=O)C.[NH4+:36].C(=O)([O-])O.[Na+], predict the reaction product. The product is: [CH2:1]([S:3]([C:6]1[CH:11]=[CH:10][C:9]([CH:12]([C:13]2[NH:36][C:30]([C:25]3[CH:26]=[CH:27][CH:28]=[CH:29][N:24]=3)=[CH:15][CH:14]=2)[CH2:17][CH:18]2[CH2:23][CH2:22][O:21][CH2:20][CH2:19]2)=[CH:8][CH:7]=1)(=[O:5])=[O:4])[CH3:2]. (3) Given the reactants [CH3:1][N:2]([CH2:4][CH2:5][CH:6]([OH:12])[C:7]1[S:8][CH:9]=[CH:10][CH:11]=1)[CH3:3].[OH-].[K+].F[C:16]1[C:25]2[C:20](=[CH:21][CH:22]=[CH:23][CH:24]=2)[CH:19]=[CH:18][CH:17]=1.[C:26]([OH:35])(=[O:34])[C@H:27]([C@@H:29]([C:31]([OH:33])=[O:32])[OH:30])[OH:28], predict the reaction product. The product is: [CH3:1][N:2]([CH2:4][CH2:5][CH:6]([O:12][C:24]1[C:25]2[C:20](=[CH:19][CH:18]=[CH:17][CH:16]=2)[CH:21]=[CH:22][CH:23]=1)[C:7]1[S:8][CH:9]=[CH:10][CH:11]=1)[CH3:3].[C:31]([C@H:29]([C@@H:27]([C:26]([O-:35])=[O:34])[OH:28])[OH:30])([O-:33])=[O:32].